This data is from Full USPTO retrosynthesis dataset with 1.9M reactions from patents (1976-2016). The task is: Predict the reactants needed to synthesize the given product. (1) Given the product [Br:29][C:27]1[CH:26]=[N:25][C:24]2=[CH:30][N:21]([CH2:20][C:17]([NH:16][C:11](=[O:12])[C:10]3[CH:14]=[CH:15][C:7]([CH2:1][CH2:2][CH2:3][CH2:4][CH2:5][CH3:6])=[CH:8][CH:9]=3)([C:18]#[N:19])[CH3:31])[N:22]=[C:23]2[CH:28]=1, predict the reactants needed to synthesize it. The reactants are: [CH2:1]([C:7]1[CH:15]=[CH:14][C:10]([C:11](Cl)=[O:12])=[CH:9][CH:8]=1)[CH2:2][CH2:3][CH2:4][CH2:5][CH3:6].[NH2:16][C:17]([CH3:31])([CH2:20][N:21]1[CH:30]=[C:24]2[N:25]=[CH:26][C:27]([Br:29])=[CH:28][C:23]2=[N:22]1)[C:18]#[N:19]. (2) Given the product [C:11]([O:10][C:6]([C:19]1[C:18]2[C:22](=[CH:23][CH:24]=[C:16]([Cl:15])[CH:17]=2)[NH:21][CH:20]=1)=[O:5])([CH3:12])([CH3:13])[CH3:14], predict the reactants needed to synthesize it. The reactants are: C([O:5][CH:6]([O:10][C:11]([CH3:14])([CH3:13])[CH3:12])N(C)C)(C)(C)C.[Cl:15][C:16]1[CH:17]=[C:18]2[C:22](=[CH:23][CH:24]=1)[NH:21][CH:20]=[C:19]2C(O)=O. (3) Given the product [CH:1](/[C:7]1[CH:8]=[C:9]([CH:13]([C:31]2[C:39]3[C:34](=[CH:35][CH:36]=[CH:37][CH:38]=3)[NH:33][CH:32]=2)[CH:14]([C:16]2[CH:30]=[CH:29][C:19]([C:20]([NH:22][CH2:23][CH2:24][C:25]([OH:27])=[O:26])=[O:21])=[CH:18][CH:17]=2)[CH3:15])[CH:10]=[CH:11][CH:12]=1)=[CH:2]\[CH2:3][CH2:4][CH2:5][CH3:6], predict the reactants needed to synthesize it. The reactants are: [CH:1](/[C:7]1[CH:8]=[C:9]([CH:13]([C:31]2[C:39]3[C:34](=[CH:35][CH:36]=[CH:37][CH:38]=3)[NH:33][CH:32]=2)[CH:14]([C:16]2[CH:30]=[CH:29][C:19]([C:20]([NH:22][CH2:23][CH2:24][C:25]([O:27]C)=[O:26])=[O:21])=[CH:18][CH:17]=2)[CH3:15])[CH:10]=[CH:11][CH:12]=1)=[CH:2]\[CH2:3][CH2:4][CH2:5][CH3:6].CC(C1NC(=O)C(CCSC)NC(=O)C(NC(C(NC(C(NC(C(NC(C(N)CC(O)=O)=O)C(O)C)=O)CCSC)=O)CCCNC(N)=N)=O)CSSCC(C(NC(C(NC(C(NC(C(O)=O)C(C)C)=O)CCC(O)=O)=O)CC2C3C(=CC=CC=3)NC=2)=O)NC(=O)C2N(CCC2)C(=O)C(CCCNC(N)=N)NC(=O)C(CC2C=CC(O)=CC=2)NC(=O)C(C(C)C)NC(=O)C(CCCNC(N)=N)NC(=O)CNC1=O)C. (4) Given the product [C:1]([O:5][C:6]([N:8]1[CH2:13][C@@H:12]([C:14](=[O:37])[NH:15][CH2:16][C:17]2([CH2:31][CH2:32][CH2:33][CH2:34][O:35][CH3:36])[C:18]3[CH:19]=[CH:20][CH:21]=[CH:22][C:23]=3[O:24][C:25]3[C:30]2=[CH:29][CH:28]=[CH:27][CH:26]=3)[CH2:11][C@@H:10]([C:38](=[O:39])[N:45]([CH2:46][CH3:47])[CH2:41][CH:42]([CH3:44])[CH3:43])[CH2:9]1)=[O:7])([CH3:2])([CH3:3])[CH3:4], predict the reactants needed to synthesize it. The reactants are: [C:1]([O:5][C:6]([N:8]1[CH2:13][C@@H:12]([C:14](=[O:37])[NH:15][CH2:16][C:17]2([CH2:31][CH2:32][CH2:33][CH2:34][O:35][CH3:36])[C:30]3[CH:29]=[CH:28][CH:27]=[CH:26][C:25]=3[O:24][C:23]3[C:18]2=[CH:19][CH:20]=[CH:21][CH:22]=3)[CH2:11][C@@H:10]([C:38](O)=[O:39])[CH2:9]1)=[O:7])([CH3:4])([CH3:3])[CH3:2].[CH2:41]([NH:45][CH2:46][CH3:47])[CH:42]([CH3:44])[CH3:43].